Dataset: Full USPTO retrosynthesis dataset with 1.9M reactions from patents (1976-2016). Task: Predict the reactants needed to synthesize the given product. (1) Given the product [CH3:18][S:17][C:14]1[CH:15]=[CH:16][C:11]([C:3]([C:5]2([N:19]3[CH2:23][CH2:22][CH2:21][CH2:20]3)[CH2:10][CH2:9][CH2:8][CH2:7][CH2:6]2)=[O:4])=[CH:12][CH:13]=1, predict the reactants needed to synthesize it. The reactants are: CO[C:3]1([C:11]2[CH:16]=[CH:15][C:14]([S:17][CH3:18])=[CH:13][CH:12]=2)[C:5]2([CH2:10][CH2:9][CH2:8][CH2:7][CH2:6]2)[O:4]1.[NH:19]1[CH2:23][CH2:22][CH2:21][CH2:20]1. (2) Given the product [Cl:36][C:37]1[CH:42]=[CH:41][C:40]([C:43]2[CH2:48][CH2:47][N:46]([CH2:2][C:3]3[CH:12]=[N:11][C:10]4[N:9]5[CH2:13][CH2:14][S:15][CH2:16][C@H:8]5[C:7](=[O:17])[NH:6][C:5]=4[CH:4]=3)[CH2:45][CH:44]=2)=[CH:39][CH:38]=1, predict the reactants needed to synthesize it. The reactants are: O[CH2:2][C:3]1[CH:12]=[N:11][C:10]2[N:9]3[CH2:13][CH2:14][S:15][CH2:16][C@H:8]3[C:7](=[O:17])[NH:6][C:5]=2[CH:4]=1.[I-].C(C[P+](C)(C)C)#N.CCN(C(C)C)C(C)C.Cl.[Cl:36][C:37]1[CH:42]=[CH:41][C:40]([C:43]2[CH2:44][CH2:45][NH:46][CH2:47][CH:48]=2)=[CH:39][CH:38]=1. (3) Given the product [C:12]([C:4]1[CH:3]=[C:2]([CH:7]=[C:6]([C:8]([CH3:11])([CH3:10])[CH3:9])[CH:5]=1)[CH:24]=[O:25])([CH3:15])([CH3:14])[CH3:13], predict the reactants needed to synthesize it. The reactants are: Br[C:2]1[CH:7]=[C:6]([C:8]([CH3:11])([CH3:10])[CH3:9])[CH:5]=[C:4]([C:12]([CH3:15])([CH3:14])[CH3:13])[CH:3]=1.C([Li])CCC.CN([CH:24]=[O:25])C.[NH4+].[Cl-]. (4) Given the product [C:9]([CH:11]1[O:16][CH2:15][CH2:14][N:13]([CH2:17][C:18]2[CH:23]=[CH:22][CH:21]=[CH:20][CH:19]=2)[CH2:12]1)(=[O:24])[C:3]1[CH:8]=[CH:7][CH:6]=[CH:5][CH:4]=1, predict the reactants needed to synthesize it. The reactants are: [Mg].Br[C:3]1[CH:8]=[CH:7][CH:6]=[CH:5][CH:4]=1.[C:9]([CH:11]1[O:16][CH2:15][CH2:14][N:13]([CH2:17][C:18]2[CH:23]=[CH:22][CH:21]=[CH:20][CH:19]=2)[CH2:12]1)#N.[O:24]1CCCC1.